Dataset: Forward reaction prediction with 1.9M reactions from USPTO patents (1976-2016). Task: Predict the product of the given reaction. (1) The product is: [CH2:1]([S:3]([C:6]1[CH:11]=[CH:10][C:9]([I:23])=[CH:8][CH:7]=1)(=[O:5])=[O:4])[CH3:2]. Given the reactants [CH2:1]([S:3]([C:6]1[CH:11]=[CH:10][C:9](F)=[CH:8][CH:7]=1)(=[O:5])=[O:4])[CH3:2].C1C(S(Cl)(=O)=O)=CC=C([I:23])C=1, predict the reaction product. (2) The product is: [CH2:13]([O:4][CH2:3][CH2:2][CH2:1][OH:5])[C:14]1[CH:19]=[CH:18][CH:17]=[CH:16][CH:15]=1. Given the reactants [CH2:1]([OH:5])[CH2:2][CH2:3][OH:4].CN(C=O)C.[H-].[Na+].[CH2:13](Cl)[C:14]1[CH:19]=[CH:18][CH:17]=[CH:16][CH:15]=1, predict the reaction product. (3) Given the reactants [NH2:1][C@@:2]([C:6]1[CH:15]=[CH:14][C:13]2[C:8](=[CH:9][CH:10]=[C:11]([O:16][CH:17]3[CH2:22][CH2:21][C:20]4([CH2:27][CH2:26][CH2:25][CH2:24][CH2:23]4)[CH2:19][CH2:18]3)[CH:12]=2)[CH:7]=1)([CH3:5])[CH2:3][OH:4].C(Cl)(Cl)Cl.C(=O)(O)[O-].[Na+].[C:37]([O:41][C:42](O[C:42]([O:41][C:37]([CH3:40])([CH3:39])[CH3:38])=[O:43])=[O:43])([CH3:40])([CH3:39])[CH3:38], predict the reaction product. The product is: [OH:4][CH2:3][C@:2]([NH:1][C:42](=[O:43])[O:41][C:37]([CH3:40])([CH3:39])[CH3:38])([C:6]1[CH:15]=[CH:14][C:13]2[C:8](=[CH:9][CH:10]=[C:11]([O:16][CH:17]3[CH2:22][CH2:21][C:20]4([CH2:27][CH2:26][CH2:25][CH2:24][CH2:23]4)[CH2:19][CH2:18]3)[CH:12]=2)[CH:7]=1)[CH3:5]. (4) Given the reactants [NH:1]1[CH:5]=[C:4]([C:6]([OH:8])=O)[CH:3]=[N:2]1.[CH2:9]([O:16][C@@H:17]1[CH2:22][CH2:21][C@H:20]([CH2:23][NH2:24])[CH2:19][CH2:18]1)[C:10]1[CH:15]=[CH:14][CH:13]=[CH:12][CH:11]=1, predict the reaction product. The product is: [CH2:9]([O:16][C@@H:17]1[CH2:22][CH2:21][C@H:20]([CH2:23][NH:24][C:6]([C:4]2[CH:3]=[N:2][NH:1][CH:5]=2)=[O:8])[CH2:19][CH2:18]1)[C:10]1[CH:15]=[CH:14][CH:13]=[CH:12][CH:11]=1. (5) Given the reactants N#N.C([O:6][C@@H:7]1[C@@H:12]([O:13]C(=O)C)[C@H:11]([CH2:17][O:18]C(=O)C)[O:10][C@H:9]([O:22][C:23]2[CH:28]=[CH:27][C:26](Br)=[CH:25][C:24]=2[CH3:30])[C@@H:8]1CC([O-])=O)(=O)C.[CH3:35][O:36][C:37]([C:39]1[CH:40]=[C:41](B(O)O)[CH:42]=[CH:43][CH:44]=1)=[O:38].C([O-])([O-])=[O:49].[Cs+].[Cs+], predict the reaction product. The product is: [CH3:30][C:24]1[CH:25]=[C:26]([C:41]2[CH:40]=[C:39]([CH:44]=[CH:43][CH:42]=2)[C:37]([O:36][CH3:35])=[O:38])[CH:27]=[CH:28][C:23]=1[O:22][C@@H:9]1[C@H:8]([OH:49])[C@@H:7]([OH:6])[C@H:12]([OH:13])[C@H:11]([CH2:17][OH:18])[O:10]1. (6) Given the reactants [F:1][C:2]([F:45])([C@H:6]1[C@H:11]([O:12][CH2:13][C:14]2[CH:19]=[CH:18][CH:17]=[CH:16][CH:15]=2)[C@@H:10]([O:20][CH2:21][C:22]2[CH:27]=[CH:26][CH:25]=[CH:24][CH:23]=2)[C@H:9]([O:28][CH2:29][C:30]2[CH:35]=[CH:34][CH:33]=[CH:32][CH:31]=2)[C@@H:8]([CH2:36][O:37][CH2:38][C:39]2[CH:44]=[CH:43][CH:42]=[CH:41][CH:40]=2)[O:7]1)[CH:3](O)O.[NH2:46][C@@H:47]1[C:59]2[C:51](=[CH:52][C:53]3[O:57][CH2:56][O:55][C:54]=3[CH:58]=2)[C@@H:50]([C:60]2[CH:65]=[C:64]([O:66][CH3:67])[C:63]([O:68][CH3:69])=[C:62]([O:70][CH3:71])[CH:61]=2)[C@H:49]2[C:72](=[O:75])[O:73][CH2:74][C@H:48]12.CC1C=CC(S(O)(=O)=O)=CC=1.[Na].[BH3-]C#N.[Na+].C([O-])(O)=O.[Na+], predict the reaction product. The product is: [F:45][C:2]([F:1])([C@H:6]1[C@H:11]([O:12][CH2:13][C:14]2[CH:15]=[CH:16][CH:17]=[CH:18][CH:19]=2)[C@@H:10]([O:20][CH2:21][C:22]2[CH:27]=[CH:26][CH:25]=[CH:24][CH:23]=2)[C@H:9]([O:28][CH2:29][C:30]2[CH:31]=[CH:32][CH:33]=[CH:34][CH:35]=2)[C@@H:8]([CH2:36][O:37][CH2:38][C:39]2[CH:40]=[CH:41][CH:42]=[CH:43][CH:44]=2)[O:7]1)[CH2:3][NH:46][C@@H:47]1[C:59]2[C:51](=[CH:52][C:53]3[O:57][CH2:56][O:55][C:54]=3[CH:58]=2)[C@@H:50]([C:60]2[CH:65]=[C:64]([O:66][CH3:67])[C:63]([O:68][CH3:69])=[C:62]([O:70][CH3:71])[CH:61]=2)[C@H:49]2[C:72](=[O:75])[O:73][CH2:74][C@H:48]12. (7) The product is: [Cl:1][CH:2]([Cl:18])[C:3]([NH:5][C@H:6]([CH2:16][F:17])[C@H:7]([OH:15])[C:8]1[CH:13]=[CH:12][C:11]([C:27]2[S:31][C:30]([CH2:32][N:33]3[CH2:34][CH2:35][O:36][CH2:37][CH2:38]3)=[CH:29][CH:28]=2)=[CH:10][CH:9]=1)=[O:4]. Given the reactants [Cl:1][CH:2]([Cl:18])[C:3]([NH:5][C@H:6]([CH2:16][F:17])[C@H:7]([OH:15])[C:8]1[CH:13]=[CH:12][C:11](I)=[CH:10][CH:9]=1)=[O:4].CC1(C)C(C)(C)OB([C:27]2[S:31][C:30]([CH2:32][N:33]3[CH2:38][CH2:37][O:36][CH2:35][CH2:34]3)=[CH:29][CH:28]=2)O1, predict the reaction product. (8) Given the reactants N[C:2]1[CH:3]=[C:4]([C:8]2[C:9]([C:14]#[N:15])=[CH:10][CH:11]=[CH:12][CH:13]=2)[CH:5]=[CH:6][CH:7]=1.S(=O)(=O)(O)[OH:17].N([O-])=O.[Na+], predict the reaction product. The product is: [OH:17][C:2]1[CH:3]=[C:4]([C:8]2[C:9]([C:14]#[N:15])=[CH:10][CH:11]=[CH:12][CH:13]=2)[CH:5]=[CH:6][CH:7]=1. (9) Given the reactants [N:1]1[C:6]2[CH:7]=[N:8][CH:9]=[CH:10][C:5]=2[C:4]([N:11]2[CH2:16][CH2:15][CH:14]([CH2:17][N:18]3[CH2:27][C:26]4[C:21](=[CH:22][CH:23]=[CH:24][CH:25]=4)[NH:20][C:19]3=[O:28])[CH2:13][CH2:12]2)=[N:3][CH:2]=1.ClC1C=C(C=CC=1)C(OO)=[O:34].C(=O)(O)[O-].[Na+].C(#N)C.O, predict the reaction product. The product is: [O:28]=[C:19]1[N:18]([CH2:17][CH:14]2[CH2:13][CH2:12][N:11]([C:4]3[C:5]4[CH:10]=[CH:9][N+:8]([O-:34])=[CH:7][C:6]=4[N:1]=[CH:2][N:3]=3)[CH2:16][CH2:15]2)[CH2:27][C:26]2[C:21](=[CH:22][CH:23]=[CH:24][CH:25]=2)[NH:20]1. (10) Given the reactants [CH2:1]([O:3][C:4]([C:6]1[CH:7]=[N:8][N:9]([C:11]2[N:15](COCCOC)[C:14]3[CH:22]=[C:23]([S:30]([CH2:32][CH3:33])=[O:31])[C:24](C(F)(F)F)=[CH:25][C:13]=3[N:12]=2)[CH:10]=1)=[O:5])[CH3:2].[ClH:34], predict the reaction product. The product is: [CH2:1]([O:3][C:4]([C:6]1[CH:7]=[N:8][N:9]([C:11]2[NH:15][C:14]3[CH:22]=[C:23]([S:30]([CH2:32][CH3:33])=[O:31])[C:24]([Cl:34])=[CH:25][C:13]=3[N:12]=2)[CH:10]=1)=[O:5])[CH3:2].